From a dataset of Catalyst prediction with 721,799 reactions and 888 catalyst types from USPTO. Predict which catalyst facilitates the given reaction. (1) Reactant: I[C:2]1[CH:7]=[CH:6][C:5]([N+:8]([O-:10])=[O:9])=[CH:4][C:3]=1[O:11][CH3:12].CCN(C(C)C)C(C)C.[C:22]1([PH:28](=[O:32])[O:29][CH2:30][CH3:31])[CH:27]=[CH:26][CH:25]=[CH:24][CH:23]=1. Product: [CH3:12][O:11][C:3]1[CH:4]=[C:5]([N+:8]([O-:10])=[O:9])[CH:6]=[CH:7][C:2]=1[P:28]([C:22]1[CH:27]=[CH:26][CH:25]=[CH:24][CH:23]=1)(=[O:32])[O:29][CH2:30][CH3:31]. The catalyst class is: 11. (2) Reactant: Cl[C:2]1[N:3]=[N:4][CH:5]=[C:6]([O:8][C@H:9]([C:14]2[CH:19]=[CH:18][C:17]([Cl:20])=[CH:16][C:15]=2[N:21]2[CH:25]=[CH:24][C:23]([CH3:26])=[N:22]2)[C:10]([F:13])([F:12])[F:11])[CH:7]=1.ClC1C=C(O[C@H](C2C=CC(Cl)=CC=2N2C=CC(C)=N2)C(F)(F)F)N=NC=1.[CH2:53]1[C:57]2([CH2:62][CH2:61][NH:60][CH2:59][CH2:58]2)[CH2:56][CH:55]([C:63]([O:65][CH2:66][CH3:67])=[O:64])[N:54]1[C:68]([O:70][CH2:71][C:72]1[CH:77]=[CH:76][CH:75]=[CH:74][CH:73]=1)=[O:69].C([O-])([O-])=O.[Cs+].[Cs+].C1C=CC(P(C2C(C3C(P(C4C=CC=CC=4)C4C=CC=CC=4)=CC=C4C=3C=CC=C4)=C3C(C=CC=C3)=CC=2)C2C=CC=CC=2)=CC=1. Product: [Cl:20][C:17]1[CH:18]=[CH:19][C:14]([C@@H:9]([O:8][C:6]2[CH:7]=[C:2]([N:60]3[CH2:59][CH2:58][C:57]4([CH2:53][N:54]([C:68]([O:70][CH2:71][C:72]5[CH:73]=[CH:74][CH:75]=[CH:76][CH:77]=5)=[O:69])[C@H:55]([C:63]([O:65][CH2:66][CH3:67])=[O:64])[CH2:56]4)[CH2:62][CH2:61]3)[N:3]=[N:4][CH:5]=2)[C:10]([F:12])([F:11])[F:13])=[C:15]([N:21]2[CH:25]=[CH:24][C:23]([CH3:26])=[N:22]2)[CH:16]=1. The catalyst class is: 62. (3) Reactant: BrC1C(N2CCN(CC3C=NC=CC=3)CC2)=C2N=C(C3C=CC(CN)=CC=3)NC2=NC=1.[Br:32][C:33]1[C:34]([N:61]2[CH2:66][CH2:65][N:64]([CH2:67][C:68]3[CH:69]=[N:70][CH:71]=[CH:72][CH:73]=3)[CH2:63][CH2:62]2)=[C:35]2[N:41]=[C:40]([C:42]3[CH:47]=[CH:46][C:45]([N:48]4[CH2:53][CH2:52][N:51](C(OC(C)(C)C)=O)[CH2:50][CH2:49]4)=[CH:44][CH:43]=3)[NH:39][C:36]2=[N:37][CH:38]=1.C(O)(C(F)(F)F)=O. Product: [Br:32][C:33]1[C:34]([N:61]2[CH2:62][CH2:63][N:64]([CH2:67][C:68]3[CH:69]=[N:70][CH:71]=[CH:72][CH:73]=3)[CH2:65][CH2:66]2)=[C:35]2[N:41]=[C:40]([C:42]3[CH:43]=[CH:44][C:45]([N:48]4[CH2:53][CH2:52][NH:51][CH2:50][CH2:49]4)=[CH:46][CH:47]=3)[NH:39][C:36]2=[N:37][CH:38]=1. The catalyst class is: 2. (4) Product: [F:1][C:2]1[CH:19]=[CH:18][CH:17]=[CH:16][C:3]=1[CH2:4][N:5]1[C:9]2=[N:10][C:11]([CH3:14])=[N:12][CH:13]=[C:8]2[C:7]([C:21]#[N:22])=[N:6]1. Reactant: [F:1][C:2]1[CH:19]=[CH:18][CH:17]=[CH:16][C:3]=1[CH2:4][N:5]1[C:9]2=[N:10][C:11]([CH3:14])=[N:12][CH:13]=[C:8]2[C:7](I)=[N:6]1.[Cu][C:21]#[N:22]. The catalyst class is: 16.